This data is from Reaction yield outcomes from USPTO patents with 853,638 reactions. The task is: Predict the reaction yield, written as a fraction of the theoretical maximum amount of product (1.0 means a 100% yield; for example, 0.34 means a 34% yield). (1) The reactants are [NH2:1][C:2]1[N:7]=[CH:6][C:5]([CH:8]([C:10]2[C:18]3[C:13](=[N:14][CH:15]=[C:16]([Cl:19])[CH:17]=3)[N:12]([S:20]([C:23]3[CH:28]=[CH:27][CH:26]=[CH:25][CH:24]=3)(=[O:22])=[O:21])[CH:11]=2)O)=[CH:4][CH:3]=1.C([SiH](CC)CC)C.FC(F)(F)C(O)=O. The catalyst is ClCCl. The product is [C:23]1([S:20]([N:12]2[C:13]3=[N:14][CH:15]=[C:16]([Cl:19])[CH:17]=[C:18]3[C:10]([CH2:8][C:5]3[CH:4]=[CH:3][C:2]([NH2:1])=[N:7][CH:6]=3)=[CH:11]2)(=[O:22])=[O:21])[CH:28]=[CH:27][CH:26]=[CH:25][CH:24]=1. The yield is 0.730. (2) The yield is 0.830. The product is [F:1][C:2]1[CH:10]=[CH:9][CH:8]=[C:7]([N+:11]([O-:13])=[O:12])[C:3]=1[C:4]([NH:6][C:67]1[CH:68]=[CH:63][CH:64]=[C:65]([O:69][CH2:70][C:71]([F:76])([F:77])[C:72]([F:74])([F:75])[F:73])[CH:66]=1)=[O:5]. The catalyst is O1CCOCC1.C([O-])(=O)C.[Pd+2].C([O-])(=O)C. The reactants are [F:1][C:2]1[CH:10]=[CH:9][CH:8]=[C:7]([N+:11]([O-:13])=[O:12])[C:3]=1[C:4]([NH2:6])=[O:5].CC1(C)C2C(=C(P(C3C=CC=CC=3)C3C=CC=CC=3)C=CC=2)OC2C(P(C3C=CC=CC=3)C3C=CC=CC=3)=CC=CC1=2.C(=O)([O-])[O-].[Cs+].[Cs+].Br[C:63]1[CH:68]=[CH:67][CH:66]=[C:65]([O:69][CH2:70][C:71]([F:77])([F:76])[C:72]([F:75])([F:74])[F:73])[CH:64]=1. (3) The reactants are [CH:1]12B[CH:5]([CH2:6][CH2:7][CH2:8]1)[CH2:4][CH2:3][CH2:2]2.[CH2:10]([N:17]1[CH2:22][CH2:21][N:20]([CH2:23][C:24]2[CH:29]=[CH:28][CH:27]=[CH:26][CH:25]=2)[CH2:19][C@@H:18]1[CH:30]=[CH2:31])[C:11]1[CH:16]=[CH:15][CH:14]=[CH:13][CH:12]=1.C1(P(C2C=CC=CC=2)C2C=CC=CC=2)C=CC=CC=1.BrC=CC1C=CC=CC=1.[OH-].[Na+]. The catalyst is C1C=CC([P]([Pd]([P](C2C=CC=CC=2)(C2C=CC=CC=2)C2C=CC=CC=2)([P](C2C=CC=CC=2)(C2C=CC=CC=2)C2C=CC=CC=2)[P](C2C=CC=CC=2)(C2C=CC=CC=2)C2C=CC=CC=2)(C2C=CC=CC=2)C2C=CC=CC=2)=CC=1. The product is [CH2:10]([N:17]1[CH2:22][CH2:21][N:20]([CH2:23][C:24]2[CH:29]=[CH:28][CH:27]=[CH:26][CH:25]=2)[CH2:19][C@@H:18]1[CH2:30][CH2:31][CH:1]=[CH:8][C:7]1[CH:2]=[CH:3][CH:4]=[CH:5][CH:6]=1)[C:11]1[CH:12]=[CH:13][CH:14]=[CH:15][CH:16]=1. The yield is 0.560. (4) The reactants are [N:1]1([CH2:6][CH:7]2[CH2:10][CH:9]([C:11]3[CH:18]=[CH:17][C:14]([C:15]#[N:16])=[CH:13][CH:12]=3)[CH2:8]2)[CH2:5][CH2:4][CH2:3][CH2:2]1.C([O-])(O)=O.[Na+].Cl.[NH2:25][OH:26]. The catalyst is CO. The product is [N:1]1([CH2:6][CH:7]2[CH2:10][CH:9]([C:11]3[CH:12]=[CH:13][C:14]([C:15]([NH:25][OH:26])=[NH:16])=[CH:17][CH:18]=3)[CH2:8]2)[CH2:5][CH2:4][CH2:3][CH2:2]1. The yield is 0.290. (5) The reactants are [CH2:1]([C@@H:3]1[CH2:24][O:23][C:6]2=[C:7]3[C:12](=[CH:13][CH:14]=[C:5]2[NH:4]1)[N:11]=[C:10]([O:15][CH:16]([CH3:18])[CH3:17])[CH:9]=[C:8]3[C:19]([F:22])([F:21])[F:20])[CH3:2].C=O.[BH3-][C:28]#N.[Na+]. The catalyst is C(O)(=O)C. The product is [CH2:1]([C@@H:3]1[CH2:24][O:23][C:6]2=[C:7]3[C:12](=[CH:13][CH:14]=[C:5]2[N:4]1[CH3:28])[N:11]=[C:10]([O:15][CH:16]([CH3:18])[CH3:17])[CH:9]=[C:8]3[C:19]([F:21])([F:22])[F:20])[CH3:2]. The yield is 0.930. (6) The reactants are [Br:1][C:2]1[CH:11]=[C:10]2[C:5]([C:6](Cl)=[N:7][C:8]([Cl:12])=[N:9]2)=[CH:4][CH:3]=1.[NH:14]1[CH2:19][CH2:18][O:17][CH2:16][CH2:15]1. The catalyst is ClCCl. The product is [Br:1][C:2]1[CH:11]=[C:10]2[C:5]([C:6]([N:14]3[CH2:19][CH2:18][O:17][CH2:16][CH2:15]3)=[N:7][C:8]([Cl:12])=[N:9]2)=[CH:4][CH:3]=1. The yield is 0.840.